Predict the reactants needed to synthesize the given product. From a dataset of Full USPTO retrosynthesis dataset with 1.9M reactions from patents (1976-2016). (1) Given the product [C:13]([C:2]1[CH:11]=[C:10]([F:12])[CH:9]=[CH:8][C:3]=1[C:4]([O:6][CH3:7])=[O:5])#[N:14], predict the reactants needed to synthesize it. The reactants are: Br[C:2]1[CH:11]=[C:10]([F:12])[CH:9]=[CH:8][C:3]=1[C:4]([O:6][CH3:7])=[O:5].[C:13]([Cu])#[N:14]. (2) Given the product [NH2:1][C:2]1[CH:3]=[CH:4][C:5]([C:13]2[N:15]=[N:16][NH:17][N:14]=2)=[C:6]2[C:10]=1[C:9](=[O:11])[N:8]([CH3:12])[CH2:7]2, predict the reactants needed to synthesize it. The reactants are: [NH2:1][C:2]1[C:10]2[C:9](=[O:11])[N:8]([CH3:12])[CH2:7][C:6]=2[C:5]([C:13]#[N:14])=[CH:4][CH:3]=1.[N-:15]=[N+:16]=[N-:17].[Na+].[Cl-].[NH4+]. (3) The reactants are: [CH2:1]([O:8][C:9]([N:11]1[CH2:16][C@H:15]([CH3:17])[C@@H:14]([O:18]C(C)(C)C(C)(C)C)[C@H:13]([NH:26][C:27]([O:29][C:30]([CH3:33])([CH3:32])[CH3:31])=[O:28])[CH2:12]1)=[O:10])[C:2]1[CH:7]=[CH:6][CH:5]=[CH:4][CH:3]=1.[F-].C([N+](CCCC)(CCCC)CCCC)CCC. Given the product [CH2:1]([O:8][C:9]([N:11]1[CH2:16][C@H:15]([CH3:17])[C@@H:14]([OH:18])[C@H:13]([NH:26][C:27]([O:29][C:30]([CH3:31])([CH3:33])[CH3:32])=[O:28])[CH2:12]1)=[O:10])[C:2]1[CH:3]=[CH:4][CH:5]=[CH:6][CH:7]=1, predict the reactants needed to synthesize it. (4) Given the product [CH2:13]([O:12][C:11]([NH:10][C@H:7]1[CH2:8][CH2:9][N:4]([C:1]2[O:3][C:24]([CH3:34])=[C:25]([C:26]([O:28][CH2:29][CH3:30])=[O:27])[N:2]=2)[CH2:5][C@H:6]1[O:21][CH3:22])=[O:20])[C:14]1[CH:15]=[CH:16][CH:17]=[CH:18][CH:19]=1, predict the reactants needed to synthesize it. The reactants are: [C:1]([N:4]1[CH2:9][CH2:8][C@H:7]([NH:10][C:11](=[O:20])[O:12][CH2:13][C:14]2[CH:19]=[CH:18][CH:17]=[CH:16][CH:15]=2)[C@H:6]([O:21][CH3:22])[CH2:5]1)(=[O:3])[NH2:2].Br[CH:24]([CH3:34])[C:25](=O)[C:26]([O:28][CH2:29][CH2:30]CC)=[O:27].C(=O)(O)[O-].[Na+].